From a dataset of Full USPTO retrosynthesis dataset with 1.9M reactions from patents (1976-2016). Predict the reactants needed to synthesize the given product. (1) The reactants are: [CH3:1][N:2](C(ON1N=NC2C=CC=CC1=2)=[N+](C)C)[CH3:3].[B-](F)(F)(F)F.[NH:23]1[C:31]2[C:26](=[CH:27][CH:28]=[CH:29][CH:30]=2)[C:25]([C:32]2[N:33]=[N:34][N:35]([C:37]3[CH:42]=[CH:41][C:40]([CH2:43][CH2:44][C:45](O)=[O:46])=[CH:39][CH:38]=3)[CH:36]=2)=[N:24]1.CCN(C(C)C)C(C)C.CNC. Given the product [NH:23]1[C:31]2[C:26](=[CH:27][CH:28]=[CH:29][CH:30]=2)[C:25]([C:32]2[N:33]=[N:34][N:35]([C:37]3[CH:38]=[CH:39][C:40]([CH2:43][CH2:44][C:45]([N:2]([CH3:3])[CH3:1])=[O:46])=[CH:41][CH:42]=3)[CH:36]=2)=[N:24]1, predict the reactants needed to synthesize it. (2) Given the product [CH2:1]([S:8][CH:9]([CH:12]([O:13][CH3:14])[O:15][CH3:16])[CH2:10][NH:11][C:19](=[O:25])[O:20][C:21]([CH3:24])([CH3:23])[CH3:22])[C:2]1[CH:7]=[CH:6][CH:5]=[CH:4][CH:3]=1, predict the reactants needed to synthesize it. The reactants are: [CH2:1]([S:8][CH:9]([CH:12]([O:15][CH3:16])[O:13][CH3:14])[CH2:10][NH2:11])[C:2]1[CH:7]=[CH:6][CH:5]=[CH:4][CH:3]=1.[OH-].[Na+].[C:19](=O)([OH:25])[O:20][C:21]([CH3:24])([CH3:23])[CH3:22]. (3) Given the product [NH2:1][C:2]([C:4]1[N:8]2[C:9]3[CH:41]=[CH:40][C:39]([Cl:42])=[CH:38][C:10]=3[C@@H:11]([C:28]3[CH:33]=[CH:32][CH:31]=[C:30]([O:34][CH3:35])[C:29]=3[O:36][CH3:37])[O:12][C@H:13]([CH2:14][C:15]([N:17]3[CH2:22][CH2:21][CH:20]([CH2:23][C:24]([OH:26])=[O:25])[CH2:19][CH2:18]3)=[O:16])[C:7]2=[CH:6][CH:5]=1)=[O:3], predict the reactants needed to synthesize it. The reactants are: [NH2:1][C:2]([C:4]1[N:8]2[C:9]3[CH:41]=[CH:40][C:39]([Cl:42])=[CH:38][C:10]=3[C@@H:11]([C:28]3[CH:33]=[CH:32][CH:31]=[C:30]([O:34][CH3:35])[C:29]=3[O:36][CH3:37])[O:12][C@H:13]([CH2:14][C:15]([N:17]3[CH2:22][CH2:21][CH:20]([CH2:23][C:24]([O:26]C)=[O:25])[CH2:19][CH2:18]3)=[O:16])[C:7]2=[CH:6][CH:5]=1)=[O:3]. (4) Given the product [CH3:12][C:13]1([CH3:20])[O:17][CH:16]([CH2:18][O:19][C:2]2[S:6][N:5]=[C:4]([S:7][CH2:8][O:9][CH2:10][CH3:11])[N:3]=2)[CH2:15][O:14]1, predict the reactants needed to synthesize it. The reactants are: Cl[C:2]1[S:6][N:5]=[C:4]([S:7][CH2:8][O:9][CH2:10][CH3:11])[N:3]=1.[CH3:12][C:13]1([CH3:20])[O:17][CH:16]([CH2:18][OH:19])[CH2:15][O:14]1.[H-].[Na+].[Cl-].[Na+]. (5) Given the product [NH2:14][C:12]1[CH:11]=[CH:10][C:9]([F:17])=[C:8]([C:6]2[C:5]([C:18]#[N:19])=[CH:4][CH:3]=[C:2]([F:1])[CH:7]=2)[CH:13]=1, predict the reactants needed to synthesize it. The reactants are: [F:1][C:2]1[CH:7]=[C:6]([C:8]2[CH:13]=[C:12]([N+:14]([O-])=O)[CH:11]=[CH:10][C:9]=2[F:17])[C:5]([C:18]#[N:19])=[CH:4][CH:3]=1.O.O.[Sn](Cl)Cl.